Dataset: Full USPTO retrosynthesis dataset with 1.9M reactions from patents (1976-2016). Task: Predict the reactants needed to synthesize the given product. (1) Given the product [CH3:1][O:2][C:3]1[CH:4]=[C:5]([S:12]([CH3:13])(=[O:16])=[O:14])[CH:6]=[CH:7][C:8]=1[N+:9]([O-:11])=[O:10], predict the reactants needed to synthesize it. The reactants are: [CH3:1][O:2][C:3]1[CH:4]=[C:5]([S:12][CH3:13])[CH:6]=[CH:7][C:8]=1[N+:9]([O-:11])=[O:10].[OH2:14].C[OH:16].OOS([O-])=O.[K+]. (2) Given the product [NH2:1][C:2]1[N:7]=[C:6]([C:8]#[N:9])[C:5]([C:10]2[CH:15]=[CH:14][C:13]([C:27]3[CH:39]=[CH:38][CH:37]=[CH:36][C:28]=3[O:29][C:30]3[N:31]=[CH:32][CH:33]=[CH:34][N:35]=3)=[CH:12][C:11]=2[F:25])=[N:4][CH:3]=1, predict the reactants needed to synthesize it. The reactants are: [NH2:1][C:2]1[N:7]=[C:6]([C:8]#[N:9])[C:5]([C:10]2[CH:15]=[CH:14][C:13](B3OC(C)(C)C(C)(C)O3)=[CH:12][C:11]=2[F:25])=[N:4][CH:3]=1.Br[C:27]1[CH:39]=[CH:38][CH:37]=[CH:36][C:28]=1[O:29][C:30]1[N:35]=[CH:34][CH:33]=[CH:32][N:31]=1. (3) Given the product [CH:33]12[CH2:38][CH:36]([CH2:35][CH2:34]1)[CH2:37][CH:32]2[NH:31][C:2]1[CH:7]=[CH:6][C:5]([S:8]([NH:11][C:12]([C:14]2[CH:19]=[CH:18][C:17]([C:20]3[CH:25]=[CH:24][C:23]([F:26])=[CH:22][CH:21]=3)=[CH:16][CH:15]=2)=[O:13])(=[O:10])=[O:9])=[CH:4][C:3]=1[N+:27]([O-:29])=[O:28], predict the reactants needed to synthesize it. The reactants are: Cl[C:2]1[CH:7]=[CH:6][C:5]([S:8]([NH:11][C:12]([C:14]2[CH:19]=[CH:18][C:17]([C:20]3[CH:25]=[CH:24][C:23]([F:26])=[CH:22][CH:21]=3)=[CH:16][CH:15]=2)=[O:13])(=[O:10])=[O:9])=[CH:4][C:3]=1[N+:27]([O-:29])=[O:28].Cl.[NH2:31][CH:32]1[CH2:37][CH:36]2[CH2:38][CH:33]1[CH2:34][CH2:35]2.C(N(CC)CC)C.